From a dataset of Full USPTO retrosynthesis dataset with 1.9M reactions from patents (1976-2016). Predict the reactants needed to synthesize the given product. (1) Given the product [CH3:30][S:31]([O:1][CH2:2][C:3]([C:6]1[N:10]([CH3:11])[N:9]=[C:8]([N:12]2[C:13](=[O:22])[C:14]3[C:19](=[CH:18][CH:17]=[CH:16][CH:15]=3)[C:20]2=[O:21])[CH:7]=1)([CH3:5])[CH3:4])(=[O:33])=[O:32], predict the reactants needed to synthesize it. The reactants are: [OH:1][CH2:2][C:3]([C:6]1[N:10]([CH3:11])[N:9]=[C:8]([N:12]2[C:20](=[O:21])[C:19]3[C:14](=[CH:15][CH:16]=[CH:17][CH:18]=3)[C:13]2=[O:22])[CH:7]=1)([CH3:5])[CH3:4].C(N(CC)CC)C.[CH3:30][S:31](Cl)(=[O:33])=[O:32].O. (2) Given the product [CH3:4][O:5][C:6]([C:8]1[S:9][C:10]([S:2][CH3:1])=[C:11]([S:13]([C:16]2[CH:21]=[C:20]([O:22][C:23]([CH3:26])([CH3:25])[CH3:24])[CH:19]=[C:18]([Br:27])[CH:17]=2)(=[O:15])=[O:14])[CH:12]=1)=[O:7], predict the reactants needed to synthesize it. The reactants are: [CH3:1][S-:2].[Na+].[CH3:4][O:5][C:6]([C:8]1[S:9][C:10]([N+]([O-])=O)=[C:11]([S:13]([C:16]2[CH:21]=[C:20]([O:22][C:23]([CH3:26])([CH3:25])[CH3:24])[CH:19]=[C:18]([Br:27])[CH:17]=2)(=[O:15])=[O:14])[CH:12]=1)=[O:7].C(O)(=O)C. (3) Given the product [F:23][C:22]1[C:5]([OH:4])=[CH:6][C:7]2[N:12]([CH:13]([CH3:19])[C:14]([O:16][CH2:17][CH3:18])=[O:15])[C:11](=[O:20])[CH2:10][O:9][C:8]=2[CH:21]=1, predict the reactants needed to synthesize it. The reactants are: C([O:4][C:5]1[C:22]([F:23])=[CH:21][C:8]2[O:9][CH2:10][C:11](=[O:20])[N:12]([CH:13]([CH3:19])[C:14]([O:16][CH2:17][CH3:18])=[O:15])[C:7]=2[CH:6]=1)(=O)C.N1CCOCC1. (4) Given the product [N+:1]([C:4]1[CH:5]=[CH:6][C:7]([O:10][C:11]2[CH:12]=[C:13]3[C:18](=[CH:19][CH:20]=2)[O:17][CH:16]([C:21]2[CH:22]=[C:23]([OH:27])[CH:24]=[CH:25][CH:26]=2)[CH2:15][CH2:14]3)=[N:8][CH:9]=1)([O-:3])=[O:2], predict the reactants needed to synthesize it. The reactants are: [N+:1]([C:4]1[CH:5]=[CH:6][C:7]([O:10][C:11]2[CH:12]=[C:13]3[C:18](=[CH:19][CH:20]=2)[O:17][CH:16]([C:21]2[CH:26]=[CH:25][CH:24]=[CH:23][CH:22]=2)[CH2:15][CH2:14]3)=[N:8][CH:9]=1)([O-:3])=[O:2].[OH:27]C1C=C(C2CCC3C(=CC=C(O)C=3)O2)C=CC=1. (5) Given the product [CH:1]([N:14]1[CH2:17][C:16]([NH:19][C:20]2[CH:21]=[C:22]3[C:31](=[CH:32][C:33]=2[C:43]2[CH:48]=[CH:47][CH:46]=[CH:45][CH:44]=2)[O:30][CH2:29][C:28]2[N:23]3[CH:24]([CH3:36])[C:25](=[O:35])[NH:26][N:27]=2)([CH3:18])[CH2:15]1)([C:8]1[CH:13]=[CH:12][CH:11]=[CH:10][CH:9]=1)[C:2]1[CH:7]=[CH:6][CH:5]=[CH:4][CH:3]=1, predict the reactants needed to synthesize it. The reactants are: [CH:1]([N:14]1[CH2:17][C:16]([NH:19][C:20]2[CH:21]=[C:22]3[C:31](=[CH:32][C:33]=2Br)[O:30][CH2:29][C:28]2[N:23]3[CH:24]([CH3:36])[C:25](=[O:35])[NH:26][N:27]=2)([CH3:18])[CH2:15]1)([C:8]1[CH:13]=[CH:12][CH:11]=[CH:10][CH:9]=1)[C:2]1[CH:7]=[CH:6][CH:5]=[CH:4][CH:3]=1.C([O-])([O-])=O.[K+].[K+].[C:43]1(B(O)O)[CH:48]=[CH:47][CH:46]=[CH:45][CH:44]=1. (6) Given the product [N:17]12[CH2:22][CH2:21][CH:20]([CH2:19][CH2:18]1)[CH:15]([O:14][C:11]1[CH:12]=[CH:13][C:8]([C:5]3[CH:6]=[CH:7][C:2]([N:30]([CH2:23][C:24]4[CH:29]=[CH:28][CH:27]=[CH:26][CH:25]=4)[CH3:31])=[CH:3][CH:4]=3)=[CH:9][CH:10]=1)[CH2:16]2, predict the reactants needed to synthesize it. The reactants are: I[C:2]1[CH:7]=[CH:6][C:5]([C:8]2[CH:13]=[CH:12][C:11]([O:14][CH:15]3[CH:20]4[CH2:21][CH2:22][N:17]([CH2:18][CH2:19]4)[CH2:16]3)=[CH:10][CH:9]=2)=[CH:4][CH:3]=1.[CH2:23]([NH:30][CH3:31])[C:24]1[CH:29]=[CH:28][CH:27]=[CH:26][CH:25]=1.CC([O-])(C)C.[Na+]. (7) Given the product [CH2:1]([CH:3]1[N:12]([S:32]([C:29]2[CH:30]=[CH:31][C:26]([O:25][CH3:24])=[C:27]([CH3:36])[CH:28]=2)(=[O:34])=[O:33])[C:11]2[C:6](=[CH:7][C:8]([F:14])=[C:9]([F:13])[CH:10]=2)[N:5]2[CH:15]=[CH:16][CH:17]=[C:4]12)[CH3:2], predict the reactants needed to synthesize it. The reactants are: [CH2:1]([CH:3]1[NH:12][C:11]2[C:6](=[CH:7][C:8]([F:14])=[C:9]([F:13])[CH:10]=2)[N:5]2[CH:15]=[CH:16][CH:17]=[C:4]12)[CH3:2].N1C=CC=CC=1.[CH3:24][O:25][C:26]1[CH:31]=[CH:30][C:29]([S:32](Cl)(=[O:34])=[O:33])=[CH:28][C:27]=1[CH3:36]. (8) Given the product [C:18]([O:22][C:23]([N:25]1[CH:30]2[CH2:31][CH2:32][CH:26]1[CH:27]=[C:28]([C:16]1[CH:15]=[CH:14][CH:13]=[C:10]([C:11]#[N:12])[C:9]=1[O:8][CH2:1][C:2]1[CH:7]=[CH:6][CH:5]=[CH:4][CH:3]=1)[CH2:29]2)=[O:24])([CH3:21])([CH3:19])[CH3:20], predict the reactants needed to synthesize it. The reactants are: [CH2:1]([O:8][C:9]1[C:16](Br)=[CH:15][CH:14]=[CH:13][C:10]=1[C:11]#[N:12])[C:2]1[CH:7]=[CH:6][CH:5]=[CH:4][CH:3]=1.[C:18]([O:22][C:23]([N:25]1[CH:30]2[CH2:31][CH2:32][CH:26]1[CH:27]=[C:28](B1OC(C)(C)C(C)(C)O1)[CH2:29]2)=[O:24])([CH3:21])([CH3:20])[CH3:19].C1COCC1.C(=O)([O-])[O-].[Na+].[Na+]. (9) Given the product [NH2:16][C:14]1[CH:13]=[CH:12][C:3]([C:4]([NH:6][C@@H:7]([CH3:11])[C:8]([OH:10])=[O:9])=[O:5])=[C:2]([F:1])[CH:15]=1, predict the reactants needed to synthesize it. The reactants are: [F:1][C:2]1[CH:15]=[C:14]([N+:16]([O-])=O)[CH:13]=[CH:12][C:3]=1[C:4]([NH:6][C@@H:7]([CH3:11])[C:8]([OH:10])=[O:9])=[O:5].